Dataset: Forward reaction prediction with 1.9M reactions from USPTO patents (1976-2016). Task: Predict the product of the given reaction. (1) Given the reactants [CH3:1][O:2][P:3]([CH2:7][CH2:8][C@@H:9]([OH:26])[C@@H:10]([OH:25])[C@@H:11]([OH:24])[CH2:12][N:13]([O:16]CC1C=CC=CC=1)[CH:14]=[O:15])(=[O:6])[O:4][CH3:5].CC1C=C2N=C3C(=NC(NC3=O)=O)N(C[C@H](O)[C@H](O)[C@H](O)CO)C2=CC=1C, predict the reaction product. The product is: [CH3:1][O:2][P:3]([CH2:7][CH2:8][C@@H:9]([OH:26])[C@@H:10]([OH:25])[C@@H:11]([OH:24])[CH2:12][N:13]([CH:14]=[O:15])[OH:16])(=[O:6])[O:4][CH3:5]. (2) Given the reactants [C:1]([O:4][C:5]1[CH:6]=[C:7]2[C:12](=[CH:13][C:14]=1[O:15][CH3:16])[NH:11][CH:10]=[N:9][C:8]2=O)(=[O:3])[CH3:2].C(N(CC)C(C)C)(C)C.P(Cl)(Cl)(Cl)=O.[Cl:32][C:33]1[C:34]([F:40])=[C:35]([CH:37]=[CH:38][CH:39]=1)[NH2:36], predict the reaction product. The product is: [C:1]([O:4][C:5]1[CH:6]=[C:7]2[C:12](=[CH:13][C:14]=1[O:15][CH3:16])[N:11]=[CH:10][N:9]=[C:8]2[NH:36][C:35]1[CH:37]=[CH:38][CH:39]=[C:33]([Cl:32])[C:34]=1[F:40])(=[O:3])[CH3:2]. (3) Given the reactants Cl[C:2]1[C:7]([F:8])=[CH:6][C:5]([C:9]2[C:18]3[C:13](=[CH:14][C:15]([S:19]([NH:22][C:23]4[S:24][CH:25]=[N:26][N:27]=4)(=[O:21])=[O:20])=[CH:16][CH:17]=3)[CH:12]=[CH:11][N:10]=2)=[C:4]([O:28][CH3:29])[CH:3]=1.[N:30]1[CH:35]=[CH:34][CH:33]=[C:32](B(O)O)[CH:31]=1.P([O-])([O-])([O-])=O.[K+].[K+].[K+], predict the reaction product. The product is: [F:8][C:7]1[C:2]([C:32]2[CH:31]=[N:30][CH:35]=[CH:34][CH:33]=2)=[CH:3][C:4]([O:28][CH3:29])=[C:5]([C:9]2[C:18]3[C:13](=[CH:14][C:15]([S:19]([NH:22][C:23]4[S:24][CH:25]=[N:26][N:27]=4)(=[O:20])=[O:21])=[CH:16][CH:17]=3)[CH:12]=[CH:11][N:10]=2)[CH:6]=1. (4) Given the reactants COP([CH:7]([C:15]1[CH:20]=[CH:19][CH:18]=[C:17]([N+:21]([O-:23])=[O:22])[CH:16]=1)[O:8][CH:9]1[CH2:14][CH2:13][CH2:12][CH2:11][O:10]1)(=O)OC.[H-].[Na+].[N:26]1[CH:31]=[CH:30][C:29]([CH:32]=O)=[CH:28][CH:27]=1, predict the reaction product. The product is: [N+:21]([C:17]1[CH:16]=[C:15]([C:7]([O:8][CH:9]2[CH2:14][CH2:13][CH2:12][CH2:11][O:10]2)=[CH:32][C:29]2[CH:30]=[CH:31][N:26]=[CH:27][CH:28]=2)[CH:20]=[CH:19][CH:18]=1)([O-:23])=[O:22]. (5) Given the reactants [CH3:13][C:12]([O:11][C:9](O[C:9]([O:11][C:12]([CH3:15])([CH3:14])[CH3:13])=[O:10])=[O:10])([CH3:15])[CH3:14].CCOC(C)=O.[C:22]([NH:29][O:30][CH2:31][C:32]1[CH:37]=[CH:36][CH:35]=[CH:34][CH:33]=1)([O:24][C:25]([CH3:28])([CH3:27])[CH3:26])=[O:23], predict the reaction product. The product is: [C:22]([N:29]([C:9]([O:11][C:12]([CH3:13])([CH3:14])[CH3:15])=[O:10])[O:30][CH2:31][C:32]1[CH:33]=[CH:34][CH:35]=[CH:36][CH:37]=1)([O:24][C:25]([CH3:28])([CH3:27])[CH3:26])=[O:23]. (6) Given the reactants [Cl:1][C:2]1[CH:7]=[CH:6][C:5]([C:8]([CH3:13])([CH3:12])[C:9]([OH:11])=O)=[CH:4][CH:3]=1.C(Cl)(=O)C(Cl)=O.[C:20]([O:28][CH2:29][CH3:30])(=[O:27])[CH2:21][C:22]([O:24][CH2:25][CH3:26])=[O:23].[Mg+2].[Cl-].[Cl-].C([O-])(=O)CC([O-])=O, predict the reaction product. The product is: [Cl:1][C:2]1[CH:3]=[CH:4][C:5]([C:8]([CH3:13])([CH3:12])[C:9]([CH:21]([C:22]([O:24][CH2:25][CH3:26])=[O:23])[C:20]([O:28][CH2:29][CH3:30])=[O:27])=[O:11])=[CH:6][CH:7]=1. (7) Given the reactants [OH:1][C:2]1[CH:3]=[C:4]([CH2:9][CH2:10][NH:11][C:12]([C:14]23[CH2:23][CH:18]4[CH2:19][CH:20]([CH2:22][C:16]([C:24]5[CH:29]=[CH:28][C:27]([Cl:30])=[CH:26][CH:25]=5)([CH2:17]4)[CH2:15]2)[CH2:21]3)=[O:13])[CH:5]=[CH:6][C:7]=1[OH:8], predict the reaction product. The product is: [C:2]([O:8][C:7]1[CH:6]=[CH:5][C:4]([CH2:9][CH2:10][NH:11][C:12]([C:14]23[CH2:21][CH:20]4[CH2:19][CH:18]([CH2:17][C:16]([C:24]5[CH:25]=[CH:26][C:27]([Cl:30])=[CH:28][CH:29]=5)([CH2:22]4)[CH2:15]2)[CH2:23]3)=[O:13])=[CH:3][C:2]=1[O:1][C:12](=[O:13])[CH2:14][CH2:15][CH3:16])(=[O:1])[CH2:7][CH2:6][CH3:5]. (8) The product is: [CH2:1]=[O:2].[N:3]1[C:10]([NH2:11])=[N:9][C:7]([NH2:8])=[N:6][C:4]=1[NH2:5]. Given the reactants [CH2:1]=[O:2].[N:3]1[C:10]([NH2:11])=[N:9][C:7]([NH2:8])=[N:6][C:4]=1[NH2:5], predict the reaction product. (9) Given the reactants [C:1]([C:3]1[C:4]([C:9]2[CH:14]=[CH:13][CH:12]=[CH:11][CH:10]=2)=[N:5][O:6][C:7]=1[CH3:8])#[CH:2].I[C:16]1[CH:21]=[CH:20][CH:19]=[CH:18][C:17]=1[CH2:22][C:23]#[N:24], predict the reaction product. The product is: [CH3:8][C:7]1[O:6][N:5]=[C:4]([C:9]2[CH:14]=[CH:13][CH:12]=[CH:11][CH:10]=2)[C:3]=1[C:1]#[C:2][C:16]1[CH:21]=[CH:20][CH:19]=[CH:18][C:17]=1[CH2:22][C:23]#[N:24]. (10) Given the reactants [C:1]1([CH:7]([C:20]2[CH:25]=[CH:24][CH:23]=[CH:22][CH:21]=2)[CH2:8][CH2:9][NH:10][C:11](=[O:19])[C:12]2[CH:17]=[CH:16][C:15]([OH:18])=[N:14][CH:13]=2)[CH:6]=[CH:5][CH:4]=[CH:3][CH:2]=1.Br[CH2:27][CH2:28][OH:29], predict the reaction product. The product is: [C:20]1([CH:7]([C:1]2[CH:2]=[CH:3][CH:4]=[CH:5][CH:6]=2)[CH2:8][CH2:9][NH:10][C:11]([C:12]2[CH:17]=[CH:16][C:15](=[O:18])[N:14]([CH2:27][CH2:28][OH:29])[CH:13]=2)=[O:19])[CH:25]=[CH:24][CH:23]=[CH:22][CH:21]=1.